This data is from NCI-60 drug combinations with 297,098 pairs across 59 cell lines. The task is: Regression. Given two drug SMILES strings and cell line genomic features, predict the synergy score measuring deviation from expected non-interaction effect. (1) Drug 1: CS(=O)(=O)CCNCC1=CC=C(O1)C2=CC3=C(C=C2)N=CN=C3NC4=CC(=C(C=C4)OCC5=CC(=CC=C5)F)Cl. Drug 2: CC(C)NC(=O)C1=CC=C(C=C1)CNNC.Cl. Cell line: SNB-19. Synergy scores: CSS=-0.941, Synergy_ZIP=2.35, Synergy_Bliss=5.30, Synergy_Loewe=0.764, Synergy_HSA=0.234. (2) Drug 1: C1CN(CCN1C(=O)CCBr)C(=O)CCBr. Drug 2: C(CCl)NC(=O)N(CCCl)N=O. Cell line: HOP-92. Synergy scores: CSS=17.4, Synergy_ZIP=-4.32, Synergy_Bliss=-0.241, Synergy_Loewe=2.32, Synergy_HSA=2.80. (3) Synergy scores: CSS=-4.25, Synergy_ZIP=-0.932, Synergy_Bliss=-4.35, Synergy_Loewe=-6.09, Synergy_HSA=-4.87. Cell line: TK-10. Drug 2: CC12CCC3C(C1CCC2OP(=O)(O)O)CCC4=C3C=CC(=C4)OC(=O)N(CCCl)CCCl.[Na+]. Drug 1: CNC(=O)C1=CC=CC=C1SC2=CC3=C(C=C2)C(=NN3)C=CC4=CC=CC=N4. (4) Drug 1: CCC(=C(C1=CC=CC=C1)C2=CC=C(C=C2)OCCN(C)C)C3=CC=CC=C3.C(C(=O)O)C(CC(=O)O)(C(=O)O)O. Drug 2: C(=O)(N)NO. Cell line: SK-MEL-2. Synergy scores: CSS=4.18, Synergy_ZIP=4.99, Synergy_Bliss=17.6, Synergy_Loewe=8.71, Synergy_HSA=9.49. (5) Drug 1: CN(C)C1=NC(=NC(=N1)N(C)C)N(C)C. Drug 2: CC1=C(C(CCC1)(C)C)C=CC(=CC=CC(=CC(=O)O)C)C. Cell line: BT-549. Synergy scores: CSS=-12.3, Synergy_ZIP=4.71, Synergy_Bliss=1.91, Synergy_Loewe=-4.96, Synergy_HSA=-4.39. (6) Drug 1: CC1=CC2C(CCC3(C2CCC3(C(=O)C)OC(=O)C)C)C4(C1=CC(=O)CC4)C. Drug 2: CCC1(CC2CC(C3=C(CCN(C2)C1)C4=CC=CC=C4N3)(C5=C(C=C6C(=C5)C78CCN9C7C(C=CC9)(C(C(C8N6C)(C(=O)OC)O)OC(=O)C)CC)OC)C(=O)OC)O.OS(=O)(=O)O. Cell line: PC-3. Synergy scores: CSS=48.3, Synergy_ZIP=3.15, Synergy_Bliss=2.28, Synergy_Loewe=-41.9, Synergy_HSA=-0.254. (7) Synergy scores: CSS=7.55, Synergy_ZIP=-3.22, Synergy_Bliss=1.28, Synergy_Loewe=2.63, Synergy_HSA=2.93. Cell line: 786-0. Drug 1: CS(=O)(=O)C1=CC(=C(C=C1)C(=O)NC2=CC(=C(C=C2)Cl)C3=CC=CC=N3)Cl. Drug 2: CC1=CC=C(C=C1)C2=CC(=NN2C3=CC=C(C=C3)S(=O)(=O)N)C(F)(F)F. (8) Drug 1: CN(CC1=CN=C2C(=N1)C(=NC(=N2)N)N)C3=CC=C(C=C3)C(=O)NC(CCC(=O)O)C(=O)O. Drug 2: C1C(C(OC1N2C=NC(=NC2=O)N)CO)O. Cell line: NCI-H322M. Synergy scores: CSS=43.8, Synergy_ZIP=2.04, Synergy_Bliss=3.02, Synergy_Loewe=-3.37, Synergy_HSA=1.04.